This data is from Forward reaction prediction with 1.9M reactions from USPTO patents (1976-2016). The task is: Predict the product of the given reaction. (1) The product is: [CH3:17][C:13]1[CH:12]=[C:11]([C:9](=[O:10])[CH2:8][C:6]2[CH:5]=[CH:4][N:3]=[C:2]([NH:1][C:18](=[O:25])[C:19]3[CH:24]=[CH:23][CH:22]=[CH:21][CH:20]=3)[CH:7]=2)[CH:16]=[CH:15][CH:14]=1. Given the reactants [NH2:1][C:2]1[CH:7]=[C:6]([CH2:8][C:9]([C:11]2[CH:16]=[CH:15][CH:14]=[C:13]([CH3:17])[CH:12]=2)=[O:10])[CH:5]=[CH:4][N:3]=1.[C:18](Cl)(=[O:25])[C:19]1[CH:24]=[CH:23][CH:22]=[CH:21][CH:20]=1.C(N(CC)CC)C.O, predict the reaction product. (2) Given the reactants [CH3:1][O:2][C:3]1[CH:28]=[CH:27][C:6]([CH2:7][N:8]2[C:12]3=[N:13][CH:14]=[CH:15][C:16]([O:17][C:18]4[CH:23]=[CH:22][C:21]([NH2:24])=[CH:20][C:19]=4[F:25])=[C:11]3[C:10](I)=[N:9]2)=[CH:5][CH:4]=1.[N:29]1([C:35]([O:37][C:38]([CH3:41])([CH3:40])[CH3:39])=[O:36])[CH2:34][CH2:33][NH:32][CH2:31][CH2:30]1.N1CCC[C@H]1C(O)=O.C([O-])([O-])=O.[K+].[K+], predict the reaction product. The product is: [NH2:24][C:21]1[CH:22]=[CH:23][C:18]([O:17][C:16]2[CH:15]=[CH:14][N:13]=[C:12]3[N:8]([CH2:7][C:6]4[CH:27]=[CH:28][C:3]([O:2][CH3:1])=[CH:4][CH:5]=4)[N:9]=[C:10]([N:32]4[CH2:31][CH2:30][N:29]([C:35]([O:37][C:38]([CH3:41])([CH3:40])[CH3:39])=[O:36])[CH2:34][CH2:33]4)[C:11]=23)=[C:19]([F:25])[CH:20]=1. (3) Given the reactants [CH3:1][N:2]([C:4]1[CH:9]=[CH:8][C:7](B(O)O)=[CH:6][CH:5]=1)[CH3:3].Br[C:14]1[CH:15]=[C:16]([C:21]2[N:26]3[N:27]=[CH:28][C:29]([C:30]([C:32]4[S:33][CH:34]=[CH:35][CH:36]=4)=[O:31])=[C:25]3[N:24]=[CH:23][CH:22]=2)[CH:17]=[CH:18][C:19]=1[F:20], predict the reaction product. The product is: [CH3:1][N:2]([CH3:3])[C:4]1[CH:9]=[CH:8][C:7]([C:18]2[C:19]([F:20])=[CH:14][CH:15]=[C:16]([C:21]3[N:26]4[N:27]=[CH:28][C:29]([C:30]([C:32]5[S:33][CH:34]=[CH:35][CH:36]=5)=[O:31])=[C:25]4[N:24]=[CH:23][CH:22]=3)[CH:17]=2)=[CH:6][CH:5]=1. (4) Given the reactants Cl.[CH2:2]1[C:8]2[CH:9]=[CH:10][CH:11]=[CH:12][C:7]=2[CH2:6][CH2:5][NH:4][CH2:3]1.C(Cl)Cl.[C:16](OC(=O)C)(=[O:18])[CH3:17], predict the reaction product. The product is: [CH2:6]1[C:7]2[CH:12]=[CH:11][CH:10]=[CH:9][C:8]=2[CH2:2][CH2:3][N:4]([C:16](=[O:18])[CH3:17])[CH2:5]1.